Dataset: Catalyst prediction with 721,799 reactions and 888 catalyst types from USPTO. Task: Predict which catalyst facilitates the given reaction. (1) Reactant: [CH3:1][C:2]([C:5]1[CH:6]=[CH:7][C:8]([C:11]([CH2:13][C:14]([C:16]2[CH:17]=[CH:18][C:19]([O:22][CH3:23])=[CH:20][CH:21]=2)=[O:15])=[O:12])=[CH:9][CH:10]=1)([CH3:4])[CH3:3].CCCC[N+](CCCC)(CCCC)CCCC.[F-].Br[CH2:43][CH2:44][CH2:45][CH2:46][CH2:47][C:48]([CH:50]1[C:55]([CH3:57])([CH3:56])[CH:54]=[CH:53][N:52]([CH2:58][CH:59]([CH3:61])[CH3:60])[CH2:51]1)=[O:49]. Product: [C:2]([C:5]1[CH:10]=[CH:9][C:8]([C:11]([CH:13]([CH2:43][CH2:44][CH2:45][CH2:46][CH2:47][C:48]([CH:50]2[C:55]([CH3:57])([CH3:56])[CH:54]=[CH:53][N:52]([CH2:58][CH:59]([CH3:60])[CH3:61])[CH2:51]2)=[O:49])[C:14]([C:16]2[CH:21]=[CH:20][C:19]([O:22][CH3:23])=[CH:18][CH:17]=2)=[O:15])=[O:12])=[CH:7][CH:6]=1)([CH3:1])([CH3:3])[CH3:4]. The catalyst class is: 20. (2) Reactant: [S:1]1[C:5]([NH:6][C:7]2[CH:12]=[C:11](Cl)[N:10]=[C:9]([S:14][C:15]3[CH:20]=[CH:19][C:18]([NH:21][C:22](=[O:28])[CH2:23][C:24]([F:27])([F:26])[F:25])=[CH:17][CH:16]=3)[N:8]=2)=[N:4][CH:3]=[N:2]1.[F:29][C@H:30]1[CH2:34][CH2:33][NH:32][CH2:31]1.Cl.CCN(C(C)C)C(C)C. Product: [S:1]1[C:5]([NH:6][C:7]2[CH:12]=[C:11]([N:32]3[CH2:33][CH2:34][C@H:30]([F:29])[CH2:31]3)[N:10]=[C:9]([S:14][C:15]3[CH:20]=[CH:19][C:18]([NH:21][C:22](=[O:28])[CH2:23][C:24]([F:27])([F:26])[F:25])=[CH:17][CH:16]=3)[N:8]=2)=[N:4][CH:3]=[N:2]1. The catalyst class is: 12. (3) Reactant: C(=O)([O-])[O-].[K+].[K+].Br[CH2:8][CH2:9][OH:10].[Cl:11][C:12]1[CH:40]=[CH:39][C:15]([CH2:16][C:17]2[N:18]=[C:19]([O:35][CH2:36][CH2:37][CH3:38])[C:20]3[N:25]=[C:24]([C:26]4[CH:31]=[C:30]([CH3:32])[C:29]([OH:33])=[C:28]([CH3:34])[CH:27]=4)[O:23][C:21]=3[N:22]=2)=[CH:14][CH:13]=1. Product: [Cl:11][C:12]1[CH:40]=[CH:39][C:15]([CH2:16][C:17]2[N:18]=[C:19]([O:35][CH2:36][CH2:37][CH3:38])[C:20]3[N:25]=[C:24]([C:26]4[CH:27]=[C:28]([CH3:34])[C:29]([O:33][CH2:8][CH2:9][OH:10])=[C:30]([CH3:32])[CH:31]=4)[O:23][C:21]=3[N:22]=2)=[CH:14][CH:13]=1. The catalyst class is: 9.